This data is from Full USPTO retrosynthesis dataset with 1.9M reactions from patents (1976-2016). The task is: Predict the reactants needed to synthesize the given product. (1) The reactants are: [N+:1]([CH2:4][CH2:5][C:6]1[CH:18]=[CH:17][C:9]([O:10][C:11]2[CH:12]=[N:13][CH:14]=[CH:15][CH:16]=2)=[CH:8][CH:7]=1)([O-:3])=O.C[O-].[Li+].C(=O)(O)[O-].[Na+].[C:27]([C:29]1[C:30]([NH2:36])=[N:31][C:32]([NH2:35])=[CH:33][CH:34]=1)#[CH:28].C(N(CC)CC)C. Given the product [N:13]1[CH:14]=[CH:15][CH:16]=[C:11]([O:10][C:9]2[CH:17]=[CH:18][C:6]([CH2:5][C:4]3[CH:28]=[C:27]([C:29]4[C:30]([NH2:36])=[N:31][C:32]([NH2:35])=[CH:33][CH:34]=4)[O:3][N:1]=3)=[CH:7][CH:8]=2)[CH:12]=1, predict the reactants needed to synthesize it. (2) Given the product [C:50]1([C:37]2([C:44]3[CH:49]=[CH:48][CH:47]=[CH:46][CH:45]=3)[C:36]3[C:31]4=[C:32]([C:26]5[CH:25]=[CH:24][CH:29]=[CH:28][C:27]=5[N:30]4[C:43]4[CH:42]=[CH:41][CH:40]=[CH:39][C:38]2=4)[CH:33]=[C:34]([C:1]2[CH:6]=[CH:5][C:4]([C:57]4[N:58]([C:1]5[CH:6]=[CH:5][CH:4]=[CH:3][CH:2]=5)[C:59]5[CH:64]=[CH:63][CH:62]=[CH:61][C:60]=5[N:56]=4)=[CH:3][CH:2]=2)[CH:35]=3)[CH:51]=[CH:52][CH:53]=[CH:54][CH:55]=1, predict the reactants needed to synthesize it. The reactants are: [C:1]1(C)[CH:6]=[CH:5][CH:4]=[CH:3][C:2]=1P([C:1]1[CH:6]=[CH:5][CH:4]=[CH:3][C:2]=1C)[C:1]1[CH:6]=[CH:5][CH:4]=[CH:3][C:2]=1C.Br[C:24]1[CH:29]=[CH:28][C:27]2[N:30]3[C:43]4[CH:42]=[CH:41][CH:40]=[CH:39][C:38]=4[C:37]([C:50]4[CH:55]=[CH:54][CH:53]=[CH:52][CH:51]=4)([C:44]4[CH:49]=[CH:48][CH:47]=[CH:46][CH:45]=4)[C:36]4[C:31]3=[C:32]([CH:33]=[CH:34][CH:35]=4)[C:26]=2[CH:25]=1.[N:56]1[C:60]2[CH:61]=[CH:62][CH:63]=[CH:64][C:59]=2[NH:58][C:57]=1B(O)O.O.P([O-])([O-])([O-])=O.[K+].[K+].[K+].